This data is from HIV replication inhibition screening data with 41,000+ compounds from the AIDS Antiviral Screen. The task is: Binary Classification. Given a drug SMILES string, predict its activity (active/inactive) in a high-throughput screening assay against a specified biological target. The drug is O=C1C(=Cc2ccccc2)N=C2Sc3c(O)ncnc3N12. The result is 0 (inactive).